From a dataset of Peptide-MHC class II binding affinity with 134,281 pairs from IEDB. Regression. Given a peptide amino acid sequence and an MHC pseudo amino acid sequence, predict their binding affinity value. This is MHC class II binding data. (1) The peptide sequence is RKVLRDNIQGITKPA. The MHC is DRB1_0101 with pseudo-sequence DRB1_0101. The binding affinity (normalized) is 0. (2) The peptide sequence is SLQYLALVALVAPKK. The MHC is DRB1_0101 with pseudo-sequence DRB1_0101. The binding affinity (normalized) is 0.924. (3) The peptide sequence is KIERWFVRNPFFAVT. The MHC is HLA-DQA10102-DQB10501 with pseudo-sequence HLA-DQA10102-DQB10501. The binding affinity (normalized) is 0.332. (4) The MHC is DRB1_0405 with pseudo-sequence DRB1_0405. The peptide sequence is LGFSSEVLKLKDEVR. The binding affinity (normalized) is 0.480.